The task is: Predict the reactants needed to synthesize the given product.. This data is from Full USPTO retrosynthesis dataset with 1.9M reactions from patents (1976-2016). (1) Given the product [O:1]([C:8]1[CH:9]=[CH:10][C:11]([O:12][C:13]2[CH:18]=[CH:17][N:16]=[CH:15][C:14]=2[C:19]2[CH:24]=[CH:23][C:22]([CH2:25][NH:26][C:38](=[O:39])[CH:37]=[CH2:36])=[CH:21][CH:20]=2)=[CH:27][CH:28]=1)[C:2]1[CH:7]=[CH:6][CH:5]=[CH:4][CH:3]=1, predict the reactants needed to synthesize it. The reactants are: [O:1]([C:8]1[CH:28]=[CH:27][C:11]([O:12][C:13]2[CH:18]=[CH:17][N:16]=[CH:15][C:14]=2[C:19]2[CH:24]=[CH:23][C:22]([CH2:25][NH2:26])=[CH:21][CH:20]=2)=[CH:10][CH:9]=1)[C:2]1[CH:7]=[CH:6][CH:5]=[CH:4][CH:3]=1.C(N(CC)CC)C.[CH2:36]1C[O:39][CH2:38][CH2:37]1. (2) Given the product [Cl:1][C:2]1[CH:3]=[C:4]2[C:8](=[CH:9][CH:10]=1)[NH:7][C:6]([C:11]([NH:13][C@@H:14]1[CH2:22][C:21]3[C:16](=[CH:17][CH:18]=[CH:19][CH:20]=3)[C@H:15]1[NH:23][CH2:24][C:25]1[NH:29][N:28]=[N:27][N:26]=1)=[O:12])=[CH:5]2, predict the reactants needed to synthesize it. The reactants are: [Cl:1][C:2]1[CH:3]=[C:4]2[C:8](=[CH:9][CH:10]=1)[NH:7][C:6]([C:11]([NH:13][CH:14]1[CH2:22][C:21]3[C:16](=[CH:17][CH:18]=[CH:19][CH:20]=3)[CH:15]1[NH:23][CH2:24][C:25]#[N:26])=[O:12])=[CH:5]2.[N-:27]=[N+:28]=[N-:29].[Na+].[Cl-].[NH4+].CCOC(C)=O. (3) Given the product [S:1]1[CH2:7][CH2:6][CH2:5][N:4]([C:22]([O:24][C:25]([CH3:28])([CH3:27])[CH3:26])=[O:23])[CH2:3][CH2:2]1, predict the reactants needed to synthesize it. The reactants are: [S:1]1[CH2:7][CH2:6][C:5](=O)[NH:4][CH2:3][CH2:2]1.[H-].[H-].[H-].[H-].[Li+].[Al+3].C(O)(C(F)(F)F)=O.[C:22](O[C:22]([O:24][C:25]([CH3:28])([CH3:27])[CH3:26])=[O:23])([O:24][C:25]([CH3:28])([CH3:27])[CH3:26])=[O:23].